Dataset: Catalyst prediction with 721,799 reactions and 888 catalyst types from USPTO. Task: Predict which catalyst facilitates the given reaction. (1) Reactant: Cl[C:2]1[CH:30]=[CH:29][C:5]([CH2:6][N:7]2[C:11]3=[N:12][C:13]([C:16]4[CH:21]=[C:20]([O:22][CH3:23])[C:19]([O:24][CH3:25])=[C:18]([O:26][CH3:27])[CH:17]=4)=[CH:14][N:15]=[C:10]3[NH:9][C:8]2=[O:28])=[CH:4][CH:3]=1.[C:31](=[NH:44])([C:38]1[CH:43]=[CH:42][CH:41]=[CH:40][CH:39]=1)[C:32]1[CH:37]=[CH:36][CH:35]=[CH:34][CH:33]=1.CC(C)([O-])C.[Na+]. Product: [C:31](=[N:44][C:2]1[CH:30]=[CH:29][C:5]([CH2:6][N:7]2[C:11]3=[N:12][C:13]([C:16]4[CH:21]=[C:20]([O:22][CH3:23])[C:19]([O:24][CH3:25])=[C:18]([O:26][CH3:27])[CH:17]=4)=[CH:14][N:15]=[C:10]3[NH:9][C:8]2=[O:28])=[CH:4][CH:3]=1)([C:38]1[CH:39]=[CH:40][CH:41]=[CH:42][CH:43]=1)[C:32]1[CH:37]=[CH:36][CH:35]=[CH:34][CH:33]=1. The catalyst class is: 882. (2) Reactant: CC(OC([N:8]1[CH2:13][CH2:12][CH:11]([CH2:14][C:15]2[CH:16]=[C:17]([C:21]([NH:23][CH2:24][C:25]3[CH:26]=[CH:27][C:28]([F:52])=[C:29]([C:31]4[CH:36]=[CH:35][CH:34]=[C:33]([CH2:37][N:38]5[CH2:43][CH2:42][N:41](C(OC(C)(C)C)=O)[C@@H:40]([CH3:51])[CH2:39]5)[CH:32]=4)[CH:30]=3)=[O:22])[CH:18]=[CH:19][CH:20]=2)[CH2:10][CH2:9]1)=O)(C)C.[H-].[Na+].[CH3:55][O:56][CH2:57][CH2:58]Br. Product: [F:52][C:28]1[C:29]([C:31]2[CH:36]=[CH:35][CH:34]=[C:33]([CH2:37][N:38]3[CH2:43][CH2:42][NH:41][C@@H:40]([CH3:51])[CH2:39]3)[CH:32]=2)=[CH:30][C:25]([CH2:24][N:23]([CH2:58][CH2:57][O:56][CH3:55])[C:21](=[O:22])[C:17]2[CH:18]=[CH:19][CH:20]=[C:15]([CH2:14][CH:11]3[CH2:12][CH2:13][NH:8][CH2:9][CH2:10]3)[CH:16]=2)=[CH:26][CH:27]=1. The catalyst class is: 3. (3) Reactant: [OH:1][C:2]1[C:11]2[C:6](=[CH:7][CH:8]=[CH:9][CH:10]=2)[N:5]([CH2:12][CH2:13][CH:14]([CH3:16])[CH3:15])[C:4](=[O:17])[C:3]=1[C:18]1[NH:23][C:22]2[CH:24]=[CH:25][C:26]([C:28]([O:30]C)=[O:29])=[CH:27][C:21]=2[S:20](=[O:33])(=[O:32])[N:19]=1.Cl. Product: [OH:1][C:2]1[C:11]2[C:6](=[CH:7][CH:8]=[CH:9][CH:10]=2)[N:5]([CH2:12][CH2:13][CH:14]([CH3:16])[CH3:15])[C:4](=[O:17])[C:3]=1[C:18]1[NH:23][C:22]2[CH:24]=[CH:25][C:26]([C:28]([OH:30])=[O:29])=[CH:27][C:21]=2[S:20](=[O:32])(=[O:33])[N:19]=1. The catalyst class is: 273.